This data is from CYP2C19 inhibition data for predicting drug metabolism from PubChem BioAssay. The task is: Regression/Classification. Given a drug SMILES string, predict its absorption, distribution, metabolism, or excretion properties. Task type varies by dataset: regression for continuous measurements (e.g., permeability, clearance, half-life) or binary classification for categorical outcomes (e.g., BBB penetration, CYP inhibition). Dataset: cyp2c19_veith. (1) The compound is C#CCSc1nnc(-c2cc3c(C(F)(F)F)nn(C)c3s2)n1C. The result is 0 (non-inhibitor). (2) The molecule is O=C(NCCc1ccc(Cl)cc1)c1ncn[nH]1. The result is 0 (non-inhibitor). (3) The drug is Cn1c(=O)c2[nH]c(SCc3ccccn3)nc2n(C)c1=S. The result is 0 (non-inhibitor). (4) The compound is COCCNC(=O)c1cn(Cc2c(F)cccc2Cl)nn1. The result is 1 (inhibitor). (5) The compound is COC(=O)c1scc(C)c1NC(=O)Cc1ccccc1. The result is 1 (inhibitor). (6) The compound is COCCNc1ncnc2ccc(-c3ccc(C(=O)N(C)C)cc3)cc12. The result is 0 (non-inhibitor).